From a dataset of Peptide-MHC class I binding affinity with 185,985 pairs from IEDB/IMGT. Regression. Given a peptide amino acid sequence and an MHC pseudo amino acid sequence, predict their binding affinity value. This is MHC class I binding data. (1) The MHC is HLA-B15:09 with pseudo-sequence HLA-B15:09. The binding affinity (normalized) is 0.0847. The peptide sequence is RRMGGLRKY. (2) The binding affinity (normalized) is 0.0847. The MHC is HLA-B40:01 with pseudo-sequence HLA-B40:01. The peptide sequence is IHDHGEQLF. (3) The peptide sequence is AESLVGFLFY. The MHC is HLA-A29:02 with pseudo-sequence HLA-A29:02. The binding affinity (normalized) is 0.577. (4) The peptide sequence is KLMPGSIYV. The MHC is HLA-C06:02 with pseudo-sequence HLA-C06:02. The binding affinity (normalized) is 0.347.